This data is from Peptide-MHC class II binding affinity with 134,281 pairs from IEDB. The task is: Regression. Given a peptide amino acid sequence and an MHC pseudo amino acid sequence, predict their binding affinity value. This is MHC class II binding data. (1) The peptide sequence is GELQIVDKPDAAFKI. The MHC is DRB1_1101 with pseudo-sequence DRB1_1101. The binding affinity (normalized) is 0.614. (2) The peptide sequence is KIEIDQDHQEEICEV. The MHC is DRB1_1602 with pseudo-sequence DRB1_1602. The binding affinity (normalized) is 0.104.